Dataset: Catalyst prediction with 721,799 reactions and 888 catalyst types from USPTO. Task: Predict which catalyst facilitates the given reaction. (1) Reactant: [N:1]([N:3]1[CH2:8][CH2:7][O:6][CH2:5][CH:4]1[C:9]([OH:11])=[O:10])=O.FC(F)(F)C(OC(=O)C(F)(F)F)=O. Product: [N:1]1[O:11][C:9]([O-:10])=[C:4]2[N+:3]=1[CH2:8][CH2:7][O:6][CH2:5]2. The catalyst class is: 1. (2) Reactant: Cl[CH2:2][C:3]([C:7]1[CH:12]=[C:11]([F:13])[CH:10]=[C:9]([F:14])[CH:8]=1)([OH:6])[CH2:4]Cl.[C:15](=O)(O)[O-].[Na+].[CH2:20]([NH2:24])[CH2:21][CH2:22]C. Product: [F:14][C:9]1[CH:8]=[C:7]([C:3]2([OH:6])[CH2:4][N:24]([CH2:20][CH:21]([CH3:15])[CH3:22])[CH2:2]2)[CH:12]=[C:11]([F:13])[CH:10]=1. The catalyst class is: 10. (3) Reactant: Cl.[O:2]=[C:3]1[NH:12][C:11]2[N:10]=[CH:9][C:8](/[CH:13]=[CH:14]/[C:15]([OH:17])=O)=[CH:7][C:6]=2[CH2:5][CH2:4]1.C1(C(C2C=CC=CC=2)[N:25]2[CH2:28][CH:27]([O:29][CH2:30][CH2:31][CH2:32][CH2:33][CH3:34])[CH2:26]2)C=CC=CC=1.CCN(C(C)C)C(C)C.CCN=C=NCCCN(C)C. Product: [O:17]=[C:15]([N:25]1[CH2:28][CH:27]([O:29][CH2:30][CH2:31][CH2:32][CH2:33][CH3:34])[CH2:26]1)/[CH:14]=[CH:13]/[C:8]1[CH:7]=[C:6]2[C:11](=[N:10][CH:9]=1)[NH:12][C:3](=[O:2])[CH2:4][CH2:5]2. The catalyst class is: 3. (4) Reactant: [C:1]1([OH:7])[CH:6]=[CH:5][CH:4]=[CH:3][CH:2]=1.C1(P(C2C=CC=CC=2)C2C=CC=CC=2)C=CC=CC=1.[CH3:27][C@@H:28](O)[CH2:29][C@H:30]([OH:32])[CH3:31].COCCOC(N=NC(OCCOC)=O)=O. Product: [O:7]([C@@H:28]([CH3:27])[CH2:29][C@H:30]([OH:32])[CH3:31])[C:1]1[CH:6]=[CH:5][CH:4]=[CH:3][CH:2]=1.[C:1]1([OH:7])[CH:6]=[CH:5][CH:4]=[CH:3][CH:2]=1. The catalyst class is: 20. (5) Reactant: [CH3:1][O:2][C:3]1[CH:4]=[C:5]2[C:10](=[CH:11][C:12]=1[O:13][CH3:14])[N:9]=[CH:8][CH:7]=[C:6]2[O:15][C:16]1[CH:17]=[C:18]2[C:23](=[CH:24][CH:25]=1)[CH:22]=[C:21]([NH2:26])[CH:20]=[CH:19]2.C[CH2:28][N:29]([CH2:32][CH3:33])[CH2:30][CH3:31].C1[C:39](=O)[N:38](OC(O[N:38]2[C:39](=O)CC[C:36]2=[O:37])=O)[C:36](=[O:37])C1.CN1CCC(N)CC1. Product: [CH3:1][O:2][C:3]1[CH:4]=[C:5]2[C:10](=[CH:11][C:12]=1[O:13][CH3:14])[N:9]=[CH:8][CH:7]=[C:6]2[O:15][C:16]1[CH:17]=[C:18]2[C:23](=[CH:24][CH:25]=1)[CH:22]=[C:21]([NH:26][C:36]([NH:38][CH:39]1[CH2:33][CH2:32][N:29]([CH3:28])[CH2:30][CH2:31]1)=[O:37])[CH:20]=[CH:19]2. The catalyst class is: 3. (6) Reactant: CC(C)([O-])C.[K+].[C:7]1([CH2:13][C:14]#[N:15])[CH:12]=[CH:11][CH:10]=[CH:9][CH:8]=1.Cl[C:17]1[CH:22]=[C:21]([S:23][CH3:24])[N:20]=[CH:19][N:18]=1.[Cl-].[NH4+]. Product: [C:14]([CH:13]([C:17]1[CH:22]=[C:21]([S:23][CH3:24])[N:20]=[CH:19][N:18]=1)[C:7]1[CH:12]=[CH:11][CH:10]=[CH:9][CH:8]=1)#[N:15]. The catalyst class is: 7. (7) Reactant: Br[C:2]1[CH:7]=[CH:6][CH:5]=[CH:4][C:3]=1[O:8][CH2:9][CH2:10][F:11].CC([O-])(C)C.[Na+].C1C=CC(P(C2C(C3C(P(C4C=CC=CC=4)C4C=CC=CC=4)=CC=C4C=3C=CC=C4)=C3C(C=CC=C3)=CC=2)C2C=CC=CC=2)=CC=1.C(=[NH:77])(C1C=CC=CC=1)C1C=CC=CC=1. Product: [F:11][CH2:10][CH2:9][O:8][C:3]1[CH:4]=[CH:5][CH:6]=[CH:7][C:2]=1[NH2:77]. The catalyst class is: 11. (8) Reactant: [CH3:1][O:2][C:3]1[CH:4]=[C:5]([N:9]=[C:10]=O)[CH:6]=[CH:7][CH:8]=1.[Cl:12][C:13]1[N:14]=[N:15][C:16]([NH:19][NH2:20])=[CH:17][CH:18]=1.BrC(Cl)(Cl)C(Br)(Cl)Cl.C1(P(C2C=CC=CC=2)C2C=CC=CC=2)C=CC=CC=1. Product: [Cl:12][C:13]1[CH:18]=[CH:17][C:16]2[N:15]([C:10]([NH:9][C:5]3[CH:6]=[CH:7][CH:8]=[C:3]([O:2][CH3:1])[CH:4]=3)=[N:20][N:19]=2)[N:14]=1. The catalyst class is: 556. (9) Reactant: [CH2:1]1[C:9]2[C:4](=[N:5][CH:6]=[C:7]3[CH2:12][CH2:11][CH:10]([OH:13])[C:8]3=2)[O:3][CH2:2]1.C[N+]1([O-])CCOCC1. Product: [CH2:1]1[C:9]2[C:4](=[N:5][CH:6]=[C:7]3[CH2:12][CH2:11][C:10](=[O:13])[C:8]3=2)[O:3][CH2:2]1. The catalyst class is: 10. (10) Reactant: [Cl:1][C:2]1[CH:7]=[CH:6][C:5]([C:8]2[O:12][N:11]=[C:10]3[CH:13]=[CH:14][C:15]([C:17]4[CH:22]=[CH:21][N:20]=[C:19]([NH2:23])[N:18]=4)=[CH:16][C:9]=23)=[CH:4][CH:3]=1.[C:24](OC(=O)C)(=[O:26])[CH3:25]. The catalyst class is: 93. Product: [Cl:1][C:2]1[CH:7]=[CH:6][C:5]([C:8]2[O:12][N:11]=[C:10]3[CH:13]=[CH:14][C:15]([C:17]4[CH:22]=[CH:21][N:20]=[C:19]([NH:23][C:24](=[O:26])[CH3:25])[N:18]=4)=[CH:16][C:9]=23)=[CH:4][CH:3]=1.